This data is from Reaction yield outcomes from USPTO patents with 853,638 reactions. The task is: Predict the reaction yield, written as a fraction of the theoretical maximum amount of product (1.0 means a 100% yield; for example, 0.34 means a 34% yield). (1) The reactants are [CH3:1][C:2](O)([C:4]#[C:5][Si:6]([CH3:9])([CH3:8])[CH3:7])[CH3:3].[ClH:11]. No catalyst specified. The product is [Cl:11][C:2]([CH3:3])([CH3:1])[C:4]#[C:5][Si:6]([CH3:9])([CH3:8])[CH3:7]. The yield is 0.830. (2) The reactants are [CH3:1][NH:2][C:3]([C:5]1[CH:10]=[CH:9][C:8](B2OC(C)(C)C(C)(C)O2)=[CH:7][N:6]=1)=[O:4].Br[C:21]1[N:26]=[N:25][C:24]([NH2:27])=[N:23][CH:22]=1.C(=O)([O-])[O-].[K+].[K+]. The catalyst is C1(C)C=CC=CC=1.C(O)C.O.C1C=CC([P]([Pd]([P](C2C=CC=CC=2)(C2C=CC=CC=2)C2C=CC=CC=2)([P](C2C=CC=CC=2)(C2C=CC=CC=2)C2C=CC=CC=2)[P](C2C=CC=CC=2)(C2C=CC=CC=2)C2C=CC=CC=2)(C2C=CC=CC=2)C2C=CC=CC=2)=CC=1. The product is [NH2:27][C:24]1[N:25]=[N:26][C:21]([C:8]2[CH:9]=[CH:10][C:5]([C:3]([NH:2][CH3:1])=[O:4])=[N:6][CH:7]=2)=[CH:22][N:23]=1. The yield is 0.455. (3) The reactants are [Cl:1][C:2]1[CH:10]=[CH:9][CH:8]=[C:7]2[C:3]=1[C:4]([C:11]([NH:13][CH2:14][CH:15]1[CH2:20][CH2:19][C:18]([F:22])([F:21])[CH2:17][CH2:16]1)=[O:12])=[CH:5][NH:6]2.O[CH2:24][C@@H:25]1[CH2:29][CH2:28][CH2:27][N:26]1C(OC(C)(C)C)=O.C(O)(C(F)(F)F)=O. The catalyst is C1(C)C=CC=CC=1.C(Cl)Cl. The product is [Cl:1][C:2]1[CH:10]=[CH:9][CH:8]=[C:7]2[C:3]=1[C:4]([C:11]([NH:13][CH2:14][CH:15]1[CH2:20][CH2:19][C:18]([F:21])([F:22])[CH2:17][CH2:16]1)=[O:12])=[CH:5][N:6]2[CH2:24][C@@H:25]1[CH2:29][CH2:28][CH2:27][NH:26]1. The yield is 0.740. (4) The reactants are [Cl:1][C:2]1[CH:10]=[C:6]([C:7]([OH:9])=O)[C:5]([OH:11])=[CH:4][CH:3]=1.[F:12][C:13]([F:26])([F:25])[C:14]1[CH:20]=[CH:19][C:18]([C:21]([F:24])([F:23])[F:22])=[CH:17][C:15]=1[NH2:16]. No catalyst specified. The product is [Cl:1][C:2]1[CH:3]=[CH:4][C:5]([OH:11])=[C:6]([CH:10]=1)[C:7]([NH:16][C:15]1[CH:17]=[C:18]([C:21]([F:22])([F:23])[F:24])[CH:19]=[CH:20][C:14]=1[C:13]([F:12])([F:25])[F:26])=[O:9]. The yield is 0.0360. (5) The reactants are [CH2:1]([O:3][CH:4]([O:34][CH2:35][CH3:36])[C:5]1[CH:10]=[CH:9][C:8]([CH:11]2[CH:20]([C:21]3[CH:26]=[CH:25][C:24]([F:27])=[CH:23][CH:22]=3)[C:19](=O)[C:18]3[C:17]([C:29]([O:31]CC)=O)=[CH:16][CH:15]=[CH:14][C:13]=3[NH:12]2)=[CH:7][CH:6]=1)[CH3:2].O.[NH2:38][NH2:39]. The catalyst is CO. The product is [CH2:1]([O:3][CH:4]([O:34][CH2:35][CH3:36])[C:5]1[CH:6]=[CH:7][C:8]([CH:11]2[NH:12][C:13]3[C:18]4[C:19](=[N:38][NH:39][C:29](=[O:31])[C:17]=4[CH:16]=[CH:15][CH:14]=3)[CH:20]2[C:21]2[CH:26]=[CH:25][C:24]([F:27])=[CH:23][CH:22]=2)=[CH:9][CH:10]=1)[CH3:2]. The yield is 0.760. (6) The reactants are [C:1]([O:5][C:6]([N:8]1[CH2:12][CH2:11][CH2:10][CH:9]1[C:13]1[NH:14][C:15]([C:18]2[CH:27]=[CH:26][C:25]3[C:20](=[CH:21][CH:22]=[C:23]([C:28]4[CH:33]=[CH:32][C:31]([C:34]5[NH:35][C:36]([CH:39]6[CH2:43][CH2:42][CH2:41][N:40]6[C:44](=[O:57])[CH:45]([NH:52][C:53]([O:55][CH3:56])=[O:54])[CH:46]6[CH2:51][CH2:50]O[CH2:48][CH2:47]6)=[N:37][CH:38]=5)=[CH:30][CH:29]=4)[CH:24]=3)[CH:19]=2)=[CH:16][N:17]=1)=[O:7])([CH3:4])([CH3:3])[CH3:2].[C:58](=O)([O-])[O-].[K+].[K+].COC(NC(C1C=CC=CC=1)C(O)=O)=O.P([O-])([O-])([O-])=O.[K+].[K+].[K+].CCOC(C(C#N)=NOC(N1CCOCC1)=[N+](C)C)=O.F[P-](F)(F)(F)(F)F. The catalyst is CCO.[Pd].C(Cl)Cl. The product is [C:1]([O:5][C:6]([N:8]1[CH2:12][CH2:11][CH2:10][CH:9]1[C:13]1[NH:14][C:15]([C:18]2[CH:27]=[CH:26][C:25]3[C:20](=[CH:21][CH:22]=[C:23]([C:28]4[CH:29]=[CH:30][C:31]([C:34]5[NH:35][C:36]([CH:39]6[CH2:43][CH2:42][CH2:41][N:40]6[C:44](=[O:57])[CH:45]([NH:52][C:53]([O:55][CH3:56])=[O:54])[C:46]6[CH:51]=[CH:50][CH:58]=[CH:48][CH:47]=6)=[N:37][CH:38]=5)=[CH:32][CH:33]=4)[CH:24]=3)[CH:19]=2)=[CH:16][N:17]=1)=[O:7])([CH3:4])([CH3:2])[CH3:3]. The yield is 0.740.